Dataset: Catalyst prediction with 721,799 reactions and 888 catalyst types from USPTO. Task: Predict which catalyst facilitates the given reaction. Reactant: [CH3:1][C:2]1[N:7]=[C:6]2[N:8](C3CCCCO3)[N:9]=[CH:10][C:5]2=[C:4]([C:17]2[C:18]([NH:23][C:24]3[C:25]4[C:29]([CH:30]=[CH:31][CH:32]=3)=[N:28][N:27](C3CCCCO3)[CH:26]=4)=[N:19][CH:20]=[CH:21][CH:22]=2)[N:3]=1.C12(CS(O)(=O)=O)C(C)(C)C(CC1)CC2=O. Product: [CH3:1][C:2]1[N:7]=[C:6]2[NH:8][N:9]=[CH:10][C:5]2=[C:4]([C:17]2[C:18]([NH:23][C:24]3[C:25]4[CH:26]=[N:27][NH:28][C:29]=4[CH:30]=[CH:31][CH:32]=3)=[N:19][CH:20]=[CH:21][CH:22]=2)[N:3]=1. The catalyst class is: 61.